From a dataset of Catalyst prediction with 721,799 reactions and 888 catalyst types from USPTO. Predict which catalyst facilitates the given reaction. (1) Reactant: [C:1]1([C:6]([N:8]2[CH2:13][CH2:12][Si:11]([CH3:15])([CH3:14])[CH2:10][CH2:9]2)=[O:7])[CH2:5][CH2:4][CH2:3][CH:2]=1. Product: [CH:1]1([C:6]([N:8]2[CH2:13][CH2:12][Si:11]([CH3:15])([CH3:14])[CH2:10][CH2:9]2)=[O:7])[CH2:2][CH2:3][CH2:4][CH2:5]1. The catalyst class is: 29. (2) Reactant: [NH2:1][CH2:2][C:3]1[N:12]=[C:11]([N:13]([C:15]2[CH:20]=[CH:19][C:18]([O:21][CH3:22])=[CH:17][CH:16]=2)[CH3:14])[C:10]2[C:5](=[CH:6][CH:7]=[CH:8][CH:9]=2)[N:4]=1.Cl.[C:24](Cl)(=[O:31])[C:25]1[CH:30]=[CH:29][CH:28]=[N:27][CH:26]=1.C(N(CC)CC)C. Product: [CH3:22][O:21][C:18]1[CH:17]=[CH:16][C:15]([N:13]([CH3:14])[C:11]2[C:10]3[C:5](=[CH:6][CH:7]=[CH:8][CH:9]=3)[N:4]=[C:3]([CH2:2][NH:1][C:24](=[O:31])[C:25]3[CH:30]=[CH:29][CH:28]=[N:27][CH:26]=3)[N:12]=2)=[CH:20][CH:19]=1. The catalyst class is: 2. (3) Reactant: [Cl:1][C:2]1[N:10]=[C:9]([C:11]([F:14])([F:13])[F:12])[CH:8]=[CH:7][C:3]=1C(O)=O.ClC1C=[C:18]([CH:22]=C(C(F)(F)F)N=1)[C:19](O)=O.C(N(CC)CC)C.ClC(OCC(C)C)=[O:38].C[Mg]Br.C(OCC)C.[Cl-].[NH4+]. Product: [Cl:1][C:2]1[CH:3]=[C:7]([C:18]([OH:38])([CH3:19])[CH3:22])[CH:8]=[C:9]([C:11]([F:12])([F:13])[F:14])[N:10]=1. The catalyst class is: 7.